Dataset: Reaction yield outcomes from USPTO patents with 853,638 reactions. Task: Predict the reaction yield, written as a fraction of the theoretical maximum amount of product (1.0 means a 100% yield; for example, 0.34 means a 34% yield). (1) The reactants are [NH2:1][C:2]1[N:10]=[CH:9][CH:8]=[CH:7][C:3]=1[C:4]([OH:6])=O.C([O-])([O-])OC.[NH3:16].[CH3:17]O. No catalyst specified. The product is [N:1]1[C:2]2[N:10]=[CH:9][CH:8]=[CH:7][C:3]=2[C:4](=[O:6])[NH:16][CH:17]=1. The yield is 1.00. (2) The reactants are CO[CH:3](OC)[CH2:4][NH:5][C:6](=[O:19])[C:7]([NH:9][CH2:10][C:11]1[CH:16]=[CH:15][C:14]([O:17][CH3:18])=[CH:13][CH:12]=1)=[O:8].C(O)(C(F)(F)F)=O. The catalyst is CC(O)=O. The product is [OH:19][C:6]1[C:7](=[O:8])[N:9]([CH2:10][C:11]2[CH:12]=[CH:13][C:14]([O:17][CH3:18])=[CH:15][CH:16]=2)[CH:3]=[CH:4][N:5]=1. The yield is 0.860.